This data is from Experimental lipophilicity measurements (octanol/water distribution) for 4,200 compounds from AstraZeneca. The task is: Regression/Classification. Given a drug SMILES string, predict its absorption, distribution, metabolism, or excretion properties. Task type varies by dataset: regression for continuous measurements (e.g., permeability, clearance, half-life) or binary classification for categorical outcomes (e.g., BBB penetration, CYP inhibition). For this dataset (lipophilicity_astrazeneca), we predict Y. (1) The molecule is CC[C@@H](c1ccc(C(=O)O)c(Oc2cccc(Cl)c2)c1)N1CCC[C@H](n2cc(C)c(=O)[nH]c2=O)C1. The Y is 0.220 logD. (2) The molecule is O=c1[nH]c2c(O)ccc([C@@H](O)CNCCc3ccccc3CNCCc3ccccc3F)c2s1. The Y is 1.58 logD.